From a dataset of Experimentally validated miRNA-target interactions with 360,000+ pairs, plus equal number of negative samples. Binary Classification. Given a miRNA mature sequence and a target amino acid sequence, predict their likelihood of interaction. (1) The protein sequence of the target gene is MALLGRAFFAGVSRLPCDPGPQRFFSFGTKTLYQSKDAPQSKFFQPVLKPMLPPDAFQGKVAFITGGGTGLGKAMTTFLSTLGAQCVIASRNIDVLKATAEEISSKTGNKVHAIRCDVRDPDMVHNTVLELIKVAGHPDVVINNAAGNFISPSERLTPNGWKTITDIVLNGTAYVTLEIGKQLIKAQKGAAFLAITTIYAESGSGFVMPSSSAKSGVEAMNKSLAAEWGRYGMRFNIIQPGPIKTKGAFSRLDPTGRFEKEMIDRIPCGRLGTMEELANLATFLCSDYASWINGAVIRFD.... Result: 0 (no interaction). The miRNA is mmu-miR-3081-3p with sequence UUGCGCUCCGAUCUCUGAGCUGG. (2) The miRNA is hsa-miR-8063 with sequence UCAAAAUCAGGAGUCGGGGCUU. The protein sequence of the target gene is MCDEDETTALVCDNGSGLVKAGFAGDDAPRAVFPSIVGRPRHQGVMVGMGQKDSYVGDEAQSKRGILTLKYPIEHGIITNWDDMEKIWHHTFYNELRVAPEEHPTLLTEAPLNPKANREKMTQIMFETFNVPAMYVAIQAVLSLYASGRTTGIVLDSGDGVTHNVPIYEGYALPHAIMRLDLAGRDLTDYLMKILTERGYSFVTTAEREIVRDIKEKLCYVALDFENEMATAASSSSLEKSYELPDGQVITIGNERFRCPETLFQPSFIGMESAGIHETTYNSIMKCDIDIRKDLYANNV.... Result: 0 (no interaction). (3) The miRNA is hsa-miR-6827-3p with sequence ACCGUCUCUUCUGUUCCCCAG. The protein sequence of the target gene is MELITILEKTVSPDRLELEAAQKFLERAAVENLPTFLVELSRVLANPGNSQVARVAAGLQIKNSLTSKDPDIKAQYQQRWLAIDANARREVKNYVLQTLGTETYRPSSASQCVAGIACAEIPVNQWPELIPQLVANVTNPNSTEHMKESTLEAIGYICQDIDPEQLQDKSNEILTAIIQGMRKEEPSNNVKLAATNALLNSLEFTKANFDKESERHFIMQVVCEATQCPDTRVRVAALQNLVKIMSLYYQYMETYMGPALFAITIEAMKSDIDEVALQGIEFWSNVCDEEMDLAIEASEA.... Result: 0 (no interaction). (4) The miRNA is hsa-miR-766-5p with sequence AGGAGGAAUUGGUGCUGGUCUU. The protein sequence of the target gene is MALAALMIALGSLGLHTWQAQAVPILPLGLAPDTFDDTYVGCAEEMEEKAAPLLKEEMAHHALLRESWEAAQETWEDKRRGLTLPPGFKAQNGIAIMVYTNSSNTLYWELNQAVRTGGGSRELYMRHFPFKALHFYLIRALQLLRGSGGCSRGPGEVVFRGVGSLRFEPKRLGDSVRLGQFASSSLDKAVAHRFGNATLFSLTTCFGAPIQAFSVFPKEREVLIPPHEVFLVTRFSQDGAQSLVTLWSYNQTCSHFNCAYLGGEKRRGCVSAPGALGTGDLHMTKRHLQQP. Result: 0 (no interaction). (5) The miRNA is mmu-miR-29b-2-5p with sequence CUGGUUUCACAUGGUGGCUUAGAUU. The protein sequence of the target gene is MDDFLSISLLSVAMLVGCYVAGIIPLAVNFSEERLKLVTVLGAGLLCGTALAVIVPEGVHALYEEVLEGKHHQTSEMKQNGIASDKAAEISSVHEHEHSHDHTQLHAYIGVSLVLGFVFMLLVDQIGSSHVHSSDDPETARPSSSKITTTLGLVVHAAADGVALGAAASTSQTSVQLIVFVAIMLHKAPAAFGLVSFLMHAGLERNRIRKHLLVFALAAPAMSMLTYLGLSKSSKEALSEVNATGVAMLFSAGTFLYVATVHVLPEVGGMGHSHKPDTTGGRGLSRLEVAALVLGCLIPL.... Result: 0 (no interaction). (6) The miRNA is hsa-miR-3650 with sequence AGGUGUGUCUGUAGAGUCC. The protein sequence of the target gene is MTRTRAALLLFTALATSLGFNLDTEELTAFRVDSAGFGDSVVQYANSWVVVGAPQKITAANQTGGLYQCGYSTGACEPIGLQVPPEAVNMSLGLSLASTTSPSQLLACGPTVHHECGRNMYLTGLCFLLGPTQLTQRLPVSRQECPRQEQDIVFLIDGSGSISSRNFATMMNFVRAVISQFQRPSTQFSLMQFSNKFQTHFTFEEFRRSSNPLSLLASVHQLQGFTYTATAIQNVVHRLFHASYGARRDAAKILIVITDGKKEGDSLDYKDVIPMADAAGIIRYAIGVGLAFQNRNSWKE.... Result: 0 (no interaction). (7) The miRNA is hsa-miR-6508-3p with sequence UGGGCCAUGCAUUUCUAGAACU. The protein sequence of the target gene is MILLRASEVRQLLHNKFVVILGDSVHRAVYKDLVLLLQKDRLLTPGQLRARGELNFEQDELVDGGQRGHMHNGLNYREVREFRSDHHLVRFYFLTRVYSDYLQTILKELQSGEHAPDLVIMNSCLWDISRYGPNSWRSYLENLENLFQCLGQVLPESCLLVWNTAMPVGEEVTGGFLPPKLRRQKATFLKNEVVKANFHSATEARKHNFDVLDLHFHFRHARENLHWDGVHWNGRVHRCLSQLLLAHVADAWGVELPHRHPVGEWIKKKKPGPRVEGPPQANRNHPALPLSPPLPSPTYR.... Result: 0 (no interaction).